This data is from Full USPTO retrosynthesis dataset with 1.9M reactions from patents (1976-2016). The task is: Predict the reactants needed to synthesize the given product. (1) Given the product [Cl:1][C:2]1[CH:3]=[C:4]([N:9]2[N:13]=[C:12]([CH2:14][N:23]3[CH2:28][CH2:27][CH:26]([C:29]#[N:30])[CH2:25][CH2:24]3)[C:11]([C:16]3[CH:21]=[CH:20][CH:19]=[CH:18][C:17]=3[F:22])=[N:10]2)[CH:5]=[CH:6][C:7]=1[Cl:8], predict the reactants needed to synthesize it. The reactants are: [Cl:1][C:2]1[CH:3]=[C:4]([N:9]2[N:13]=[C:12]([CH:14]=O)[C:11]([C:16]3[CH:21]=[CH:20][CH:19]=[CH:18][C:17]=3[F:22])=[N:10]2)[CH:5]=[CH:6][C:7]=1[Cl:8].[NH:23]1[CH2:28][CH2:27][CH:26]([C:29]#[N:30])[CH2:25][CH2:24]1.C(O[BH-](OC(=O)C)OC(=O)C)(=O)C.[Na+]. (2) Given the product [CH2:1]([C@@:5]1([CH2:29][CH3:30])[N:11]([OH:12])[C@H:10]([C:13]2[CH:18]=[CH:17][CH:16]=[CH:15][CH:14]=2)[C:9]2[CH:19]=[C:20]([O:25][CH3:26])[C:21]([CH2:23][NH:31][CH:32]([CH2:33][C:34]([O:36][CH3:37])=[O:35])[CH2:38][C:39]([O:41][CH3:42])=[O:40])=[CH:22][C:8]=2[S:7](=[O:28])(=[O:27])[CH2:6]1)[CH2:2][CH2:3][CH3:4], predict the reactants needed to synthesize it. The reactants are: [CH2:1]([C@@:5]1([CH2:29][CH3:30])[N:11]([OH:12])[C@H:10]([C:13]2[CH:18]=[CH:17][CH:16]=[CH:15][CH:14]=2)[C:9]2[CH:19]=[C:20]([O:25][CH3:26])[C:21]([CH:23]=O)=[CH:22][C:8]=2[S:7](=[O:28])(=[O:27])[CH2:6]1)[CH2:2][CH2:3][CH3:4].[NH2:31][CH:32]([CH2:38][C:39]([O:41][CH3:42])=[O:40])[CH2:33][C:34]([O:36][CH3:37])=[O:35]. (3) Given the product [CH2:1]([O:3][C:4](=[O:31])[CH:5]([O:30][CH2:32][C:33]1[CH:38]=[CH:37][CH:36]=[CH:35][CH:34]=1)[CH2:6][C:7]1[CH:12]=[CH:11][C:10]([CH2:13][CH2:14][N:15]([C:23]([O:25][C:26]([CH3:29])([CH3:28])[CH3:27])=[O:24])[CH2:16][CH2:17][CH2:18][CH2:19][CH2:20][CH2:21][CH3:22])=[CH:9][CH:8]=1)[CH3:2], predict the reactants needed to synthesize it. The reactants are: [CH2:1]([O:3][C:4](=[O:31])[CH:5]([OH:30])[CH2:6][C:7]1[CH:12]=[CH:11][C:10]([CH2:13][CH2:14][N:15]([C:23]([O:25][C:26]([CH3:29])([CH3:28])[CH3:27])=[O:24])[CH2:16][CH2:17][CH2:18][CH2:19][CH2:20][CH2:21][CH3:22])=[CH:9][CH:8]=1)[CH3:2].[CH2:32](Br)[C:33]1[CH:38]=[CH:37][CH:36]=[CH:35][CH:34]=1.